From a dataset of Full USPTO retrosynthesis dataset with 1.9M reactions from patents (1976-2016). Predict the reactants needed to synthesize the given product. (1) The reactants are: [CH3:1][O:2][C:3]1[CH:4]=[C:5]([C:11]2[N:34](S(C3C=CC=CC=3)(=O)=O)[C:14]3=[N:15][CH:16]=[CH:17][C:18]([C:19]4[CH:20]=[CH:21][C:22]([O:27][CH:28]5[CH2:33][CH2:32][O:31][CH2:30][CH2:29]5)=[C:23]([CH:26]=4)[C:24]#[N:25])=[C:13]3[CH:12]=2)[CH:6]=[CH:7][C:8]=1[O:9][CH3:10].[OH-].[Na+].CCO. Given the product [CH3:1][O:2][C:3]1[CH:4]=[C:5]([C:11]2[NH:34][C:14]3=[N:15][CH:16]=[CH:17][C:18]([C:19]4[CH:20]=[CH:21][C:22]([O:27][CH:28]5[CH2:33][CH2:32][O:31][CH2:30][CH2:29]5)=[C:23]([CH:26]=4)[C:24]#[N:25])=[C:13]3[CH:12]=2)[CH:6]=[CH:7][C:8]=1[O:9][CH3:10], predict the reactants needed to synthesize it. (2) Given the product [C:1]([O:5][C@@H:6]([C:12]1[C:13]([CH3:51])=[N:14][C:15]2=[CH:31][C:30]3=[N:29][N:16]2[C:17]=1[N:18]1[CH2:23][CH2:22][C:21]([CH3:28])([O:24][CH2:25][CH2:26][CH:27]=[CH:48][CH:43]([C:44]([F:46])([F:45])[F:47])[O:42][C:36]2[C:35]([CH2:34][O:33][CH2:32]3)=[CH:40][CH:39]=[C:38]([F:41])[CH:37]=2)[CH2:20][CH2:19]1)[C:7]([O:9][CH2:10][CH3:11])=[O:8])([CH3:2])([CH3:3])[CH3:4], predict the reactants needed to synthesize it. The reactants are: [C:1]([O:5][C@@H:6]([C:12]1[C:13]([CH3:51])=[N:14][C:15]2[N:16]([N:29]=[C:30]([CH2:32][O:33][CH2:34][C:35]3[CH:40]=[CH:39][C:38]([F:41])=[CH:37][C:36]=3[O:42][CH:43]([CH2:48]C=C)[C:44]([F:47])([F:46])[F:45])[CH:31]=2)[C:17]=1[N:18]1[CH2:23][CH2:22][C:21]([CH3:28])([O:24][CH2:25][CH:26]=[CH2:27])[CH2:20][CH2:19]1)[C:7]([O:9][CH2:10][CH3:11])=[O:8])([CH3:4])([CH3:3])[CH3:2].[BH4-].[Na+]. (3) Given the product [N:1]1[CH:6]=[CH:5][CH:4]=[C:3]([O:7][C:8]2[CH:13]=[CH:12][C:11]([NH2:14])=[CH:10][CH:9]=2)[CH:2]=1, predict the reactants needed to synthesize it. The reactants are: [N:1]1[CH:6]=[CH:5][CH:4]=[C:3]([O:7][C:8]2[CH:13]=[CH:12][C:11]([N+:14]([O-])=O)=[CH:10][CH:9]=2)[CH:2]=1.[Cl-].[NH4+]. (4) The reactants are: [O:1]=[C:2]1[C:11]2[C:6](=[N:7][CH:8]=[N:9][CH:10]=2)[N:5]=[C:4]([CH2:12][N:13]2C(=O)C3C(=CC=CC=3)C2=O)[NH:3]1.O.NN. Given the product [NH2:13][CH2:12][C:4]1[NH:3][C:2](=[O:1])[C:11]2[C:6]([N:5]=1)=[N:7][CH:8]=[N:9][CH:10]=2, predict the reactants needed to synthesize it. (5) Given the product [NH2:1][C:2]1[S:3][C:4]([C:13]#[CH:14])=[C:5]([C:7]([O:9][CH2:10][CH3:11])=[O:8])[N:6]=1, predict the reactants needed to synthesize it. The reactants are: [NH2:1][C:2]1[S:3][C:4](I)=[C:5]([C:7]([O:9][CH2:10][CH3:11])=[O:8])[N:6]=1.[CH2:13]([Sn](CCCC)(CCCC)C#C)[CH2:14]CC.O1C=CC=C1P(C1OC=CC=1)C1OC=CC=1.C(OCC)(=O)C.